Dataset: hERG potassium channel inhibition data for cardiac toxicity prediction from Karim et al.. Task: Regression/Classification. Given a drug SMILES string, predict its toxicity properties. Task type varies by dataset: regression for continuous values (e.g., LD50, hERG inhibition percentage) or binary classification for toxic/non-toxic outcomes (e.g., AMES mutagenicity, cardiotoxicity, hepatotoxicity). Dataset: herg_karim. The result is 0 (non-blocker). The compound is CC(C)(C)NC(=O)c1c[nH]c2ncc(-c3nn(CCCS(C)(=O)=O)c4cc(F)ccc34)nc12.